This data is from Forward reaction prediction with 1.9M reactions from USPTO patents (1976-2016). The task is: Predict the product of the given reaction. (1) Given the reactants [C:1]([C:4]1[CH:5]=[C:6]([NH:10][C:11](=[O:13])[CH3:12])[CH:7]=[CH:8][CH:9]=1)(=[O:3])[CH3:2].[CH3:14][N:15]([CH:17](OC)OC)[CH3:16], predict the reaction product. The product is: [CH3:14][N:15]([CH3:17])/[CH:16]=[CH:2]/[C:1]([C:4]1[CH:5]=[C:6]([NH:10][C:11](=[O:13])[CH3:12])[CH:7]=[CH:8][CH:9]=1)=[O:3]. (2) The product is: [Br:40][C:41]1[CH:46]=[CH:45][C:44]([C:47]2([N:50]3[CH2:55][CH2:54][C:53]4([CH2:67][CH2:66][C:58](=[O:59])[CH2:57][CH2:56]4)[O:52][C:51]3=[O:68])[CH2:49][CH2:48]2)=[CH:43][CH:42]=1. Given the reactants BrC1C=CC(C2(NCCC3(O)CCC4(OCC(C)(C)CO4)CC3)CC2)=CC=1.ClC(Cl)(OC(=O)OC(Cl)(Cl)Cl)Cl.[Br:40][C:41]1[CH:46]=[CH:45][C:44]([C:47]2([N:50]3[CH2:55][CH2:54][C:53]4([CH2:67][CH2:66][C:58]5(OCC(C)(C)C[O:59]5)[CH2:57][CH2:56]4)[O:52][C:51]3=[O:68])[CH2:49][CH2:48]2)=[CH:43][CH:42]=1, predict the reaction product. (3) Given the reactants [C:1]([N:4]1[CH2:9][CH2:8][N:7]([CH2:10][C:11]([NH:13][C:14]2[CH:19]=[CH:18][C:17](Br)=[CH:16][N:15]=2)=[O:12])[C@@H:6]([CH3:21])[CH2:5]1)(=[O:3])[CH3:2].[F:22][C:23]1[CH:24]=[C:25](B(O)O)[CH:26]=[C:27]([F:29])[CH:28]=1, predict the reaction product. The product is: [C:1]([N:4]1[CH2:9][CH2:8][N:7]([CH2:10][C:11]([NH:13][C:14]2[CH:19]=[CH:18][C:17]([C:25]3[CH:24]=[C:23]([F:22])[CH:28]=[C:27]([F:29])[CH:26]=3)=[CH:16][N:15]=2)=[O:12])[C@@H:6]([CH3:21])[CH2:5]1)(=[O:3])[CH3:2]. (4) The product is: [CH3:39][N:36]1[CH2:37][CH2:38][CH:33]([C:11]2[CH:12]=[CH:13][C:14]([B:17]3[O:18][C:19]([CH3:24])([CH3:25])[C:20]([CH3:22])([CH3:23])[O:21]3)=[CH:15][CH:16]=2)[CH2:34][CH2:35]1. Given the reactants C(OC1CCN([C:11]2[CH:16]=[CH:15][C:14]([B:17]3[O:21][C:20]([CH3:23])([CH3:22])[C:19]([CH3:25])([CH3:24])[O:18]3)=[CH:13][CH:12]=2)CC1)(=O)C.BrC1C=CC([CH:33]2[CH2:38][CH2:37][N:36]([CH3:39])[CH2:35][CH2:34]2)=CC=1, predict the reaction product.